From a dataset of Forward reaction prediction with 1.9M reactions from USPTO patents (1976-2016). Predict the product of the given reaction. (1) Given the reactants [CH3:1][O:2][C:3](=[O:9])[C@H:4]1[CH2:8][CH2:7][CH2:6][NH:5]1.[CH2:10]=O, predict the reaction product. The product is: [CH3:1][O:2][C:3](=[O:9])[C@H:4]1[CH2:8][CH2:7][CH2:6][N:5]1[CH3:10]. (2) Given the reactants [Cl:1][C:2]1[CH:3]=[N:4][C:5]2[N:6]([N:8]=[C:9]([C:11]([OH:13])=O)[CH:10]=2)[CH:7]=1.[CH3:14][CH:15]1[NH:20][CH2:19][CH2:18][N:17]2[C:21]([C:24]3[S:25][CH:26]=[CH:27][CH:28]=3)=[N:22][N:23]=[C:16]12, predict the reaction product. The product is: [Cl:1][C:2]1[CH:3]=[N:4][C:5]2[N:6]([N:8]=[C:9]([C:11]([N:20]3[CH2:19][CH2:18][N:17]4[C:21]([C:24]5[S:25][CH:26]=[CH:27][CH:28]=5)=[N:22][N:23]=[C:16]4[CH:15]3[CH3:14])=[O:13])[CH:10]=2)[CH:7]=1. (3) Given the reactants F[C:2]1[CH:7]=[CH:6][C:5]([C:8]([CH3:10])=[CH2:9])=[CH:4][N:3]=1.[OH-].[NH4+:12], predict the reaction product. The product is: [C:8]([C:5]1[CH:6]=[CH:7][C:2]([NH2:12])=[N:3][CH:4]=1)([CH3:10])=[CH2:9]. (4) Given the reactants C(C1C=C(C2C([C@@H](NC(=O)OC(C)(C)C)CC3C=C(F)C=C(F)C=3)=NC=NC=2)C=CC=1F)(=O)N.Br[C:36]1[C:37]([C@@H:42]([NH:52][C:53](=[O:59])[O:54][C:55]([CH3:58])([CH3:57])[CH3:56])[CH2:43][C:44]2[CH:49]=[C:48]([F:50])[CH:47]=[C:46]([F:51])[CH:45]=2)=[N:38][CH:39]=[N:40][CH:41]=1.[NH:60]1[C:64]2=[N:65][CH:66]=[C:67](B(O)O)[CH:68]=[C:63]2[CH:62]=[N:61]1, predict the reaction product. The product is: [NH:60]1[C:64]2=[N:65][CH:66]=[C:67]([C:36]3[C:37]([C@@H:42]([NH:52][C:53](=[O:59])[O:54][C:55]([CH3:58])([CH3:57])[CH3:56])[CH2:43][C:44]4[CH:49]=[C:48]([F:50])[CH:47]=[C:46]([F:51])[CH:45]=4)=[N:38][CH:39]=[N:40][CH:41]=3)[CH:68]=[C:63]2[CH:62]=[N:61]1. (5) Given the reactants [S:1]1[CH:5]=[CH:4][C:3]2[CH:6]=[C:7]([C:10](O)=[O:11])[CH:8]=[CH:9][C:2]1=2.[H-].[H-].[H-].[H-].[Li+].[Al+3], predict the reaction product. The product is: [S:1]1[CH:5]=[CH:4][C:3]2[CH:6]=[C:7]([CH2:10][OH:11])[CH:8]=[CH:9][C:2]1=2. (6) Given the reactants [ClH:1].[CH3:2][S:3]([N:6]1[CH2:10][CH2:9][C@H:8]([NH:11]C(=O)OC(C)(C)C)[CH2:7]1)(=[O:5])=[O:4], predict the reaction product. The product is: [ClH:1].[CH3:2][S:3]([N:6]1[CH2:10][CH2:9][C@H:8]([NH2:11])[CH2:7]1)(=[O:5])=[O:4]. (7) Given the reactants [Br:1][C:2]1[CH:3]=[CH:4][C:5]([N:17]=[C:18]=S)=[C:6]([CH:16]=1)[CH2:7][O:8][Si](C(C)(C)C)(C)C.[F:20][C:21]1[CH:22]=[C:23]2[C:27](=[CH:28][CH:29]=1)[CH:26]([NH2:30])[CH2:25][CH2:24]2, predict the reaction product. The product is: [Br:1][C:2]1[CH:3]=[CH:4][C:5]2[N:17]=[C:18]([NH:30][CH:26]3[C:27]4[C:23](=[CH:22][C:21]([F:20])=[CH:29][CH:28]=4)[CH2:24][CH2:25]3)[O:8][CH2:7][C:6]=2[CH:16]=1. (8) Given the reactants C1(S([N:10]2[C:14]3=[N:15][CH:16]=[CH:17][C:18]([C:19]4[CH:20]=[CH:21][C:22]([O:27][CH:28]5[CH2:33][CH2:32][O:31][CH2:30][CH2:29]5)=[C:23]([CH:26]=4)[C:24]#[N:25])=[C:13]3[CH:12]=[C:11]2[C:34]2[CH:39]=[CH:38][C:37]([C:40](=[O:45])[C:41]([F:44])([F:43])[F:42])=[CH:36][CH:35]=2)(=O)=O)C=CC=CC=1.C(=O)([O-])[O-].[Cs+].[Cs+].FC(F)(F)CO, predict the reaction product. The product is: [O:31]1[CH2:32][CH2:33][CH:28]([O:27][C:22]2[CH:21]=[CH:20][C:19]([C:18]3[CH:17]=[CH:16][N:15]=[C:14]4[NH:10][C:11]([C:34]5[CH:39]=[CH:38][C:37]([C:40](=[O:45])[C:41]([F:43])([F:44])[F:42])=[CH:36][CH:35]=5)=[CH:12][C:13]=34)=[CH:26][C:23]=2[C:24]#[N:25])[CH2:29][CH2:30]1. (9) Given the reactants [C:1]1([S:7]([C:10]2[CH:11]=[N:12][C:13]3[C:18]([CH:19]=2)=[CH:17][CH:16]=[CH:15][C:14]=3[N:20]2[CH2:25][CH2:24][NH:23][CH2:22][CH2:21]2)(=[O:9])=[O:8])[CH:6]=[CH:5][CH:4]=[CH:3][CH:2]=1.[C:26](O)(=O)C.C=O.C([BH3-])#N, predict the reaction product. The product is: [CH3:26][N:23]1[CH2:24][CH2:25][N:20]([C:14]2[CH:15]=[CH:16][CH:17]=[C:18]3[C:13]=2[N:12]=[CH:11][C:10]([S:7]([C:1]2[CH:2]=[CH:3][CH:4]=[CH:5][CH:6]=2)(=[O:9])=[O:8])=[CH:19]3)[CH2:21][CH2:22]1. (10) Given the reactants Cl[C:2]1[C:3]2[N:10]([CH3:11])[CH:9]=[CH:8][C:4]=2[N:5]=[CH:6][N:7]=1.[CH3:12][C:13]1[CH:14]=[C:15]([CH:17]=[CH:18][C:19]=1[O:20][C:21]1[CH:22]=[N:23][C:24]([CH3:27])=[CH:25][CH:26]=1)[NH2:16], predict the reaction product. The product is: [CH3:11][N:10]1[C:3]2[C:2]([NH:16][C:15]3[CH:17]=[CH:18][C:19]([O:20][C:21]4[CH:22]=[N:23][C:24]([CH3:27])=[CH:25][CH:26]=4)=[C:13]([CH3:12])[CH:14]=3)=[N:7][CH:6]=[N:5][C:4]=2[CH:8]=[CH:9]1.